This data is from Full USPTO retrosynthesis dataset with 1.9M reactions from patents (1976-2016). The task is: Predict the reactants needed to synthesize the given product. Given the product [Cl:5][C:6]1[CH:11]=[CH:10][C:9]([C:12]2[C:21]3[CH2:20][CH2:19][NH:18][CH2:17][CH2:16][C:15]=3[N:14]([CH2:22][C:23]3[CH:28]=[CH:27][C:26]([OH:29])=[C:25]([F:31])[CH:24]=3)[N:13]=2)=[CH:8][CH:7]=1, predict the reactants needed to synthesize it. The reactants are: B(Br)(Br)Br.[Cl:5][C:6]1[CH:11]=[CH:10][C:9]([C:12]2[C:21]3[CH2:20][CH2:19][NH:18][CH2:17][CH2:16][C:15]=3[N:14]([CH2:22][C:23]3[CH:28]=[CH:27][C:26]([O:29]C)=[C:25]([F:31])[CH:24]=3)[N:13]=2)=[CH:8][CH:7]=1.